Dataset: Full USPTO retrosynthesis dataset with 1.9M reactions from patents (1976-2016). Task: Predict the reactants needed to synthesize the given product. (1) Given the product [Br:12][C:13]1[CH:14]=[CH:15][C:16]([N:19]2[CH2:20][CH2:21][N:22]([CH:4]3[CH2:5][CH2:6]3)[CH2:23][CH2:24]2)=[N:17][CH:18]=1, predict the reactants needed to synthesize it. The reactants are: C(O[C:4]1(O[Si](C)(C)C)[CH2:6][CH2:5]1)C.[Br:12][C:13]1[CH:14]=[CH:15][C:16]([N:19]2[CH2:24][CH2:23][NH:22][CH2:21][CH2:20]2)=[N:17][CH:18]=1.O.[BH3-]C#N.[Na+]. (2) Given the product [CH:1]1([C:7]2([CH3:14])[NH:11][C:10](=[O:12])[N:9]([CH2:21][C:20]3[CH:23]=[CH:24][C:17]([O:15][CH3:16])=[CH:18][CH:19]=3)[C:8]2=[O:13])[CH2:2][CH2:3][CH2:4][CH2:5][CH2:6]1, predict the reactants needed to synthesize it. The reactants are: [CH:1]1([C:7]2([CH3:14])[NH:11][C:10](=[O:12])[NH:9][C:8]2=[O:13])[CH2:6][CH2:5][CH2:4][CH2:3][CH2:2]1.[O:15]([C:17]1[CH:24]=[CH:23][C:20]([CH2:21]Cl)=[CH:19][CH:18]=1)[CH3:16]. (3) Given the product [C:8](=[O:9])([O:23][CH2:22][CH2:21][CH2:20][CH2:19][O:18][C:14](=[O:17])[CH:15]=[CH2:16])[O:10][CH:11]([Cl:13])[CH3:12], predict the reactants needed to synthesize it. The reactants are: N1C=CC=CC=1.Cl[C:8]([O:10][CH:11]([Cl:13])[CH3:12])=[O:9].[C:14]([O:18][CH2:19][CH2:20][CH2:21][CH2:22][OH:23])(=[O:17])[CH:15]=[CH2:16]. (4) The reactants are: [Cl:1][C:2]1[CH:7]=[CH:6][C:5]([C:8]2([NH:11][C:12]3[N:17]=[C:16]([O:18][CH2:19][C:20]([F:23])([F:22])[F:21])[N:15]=[C:14]([NH:24][C:25]4[CH:33]=[CH:32][C:28]([C:29](O)=[O:30])=[CH:27][CH:26]=4)[N:13]=3)[CH2:10][CH2:9]2)=[CH:4][CH:3]=1.[NH2:34][C@H:35]1[CH2:39][N:38]([C:40]([O:42][C:43]([CH3:46])([CH3:45])[CH3:44])=[O:41])[C@H:37]([C:47]([O:49][CH3:50])=[O:48])[CH2:36]1.C1CN([P+](ON2N=NC3C=CC=CC2=3)(N2CCCC2)N2CCCC2)CC1.F[P-](F)(F)(F)(F)F. Given the product [Cl:1][C:2]1[CH:7]=[CH:6][C:5]([C:8]2([NH:11][C:12]3[N:17]=[C:16]([O:18][CH2:19][C:20]([F:21])([F:23])[F:22])[N:15]=[C:14]([NH:24][C:25]4[CH:26]=[CH:27][C:28]([C:29]([NH:34][C@@H:35]5[CH2:39][N:38]([C:40]([O:42][C:43]([CH3:44])([CH3:45])[CH3:46])=[O:41])[C@@H:37]([C:47]([O:49][CH3:50])=[O:48])[CH2:36]5)=[O:30])=[CH:32][CH:33]=4)[N:13]=3)[CH2:10][CH2:9]2)=[CH:4][CH:3]=1, predict the reactants needed to synthesize it. (5) Given the product [Cl:1][C:2]1[CH:7]=[CH:6][CH:5]=[CH:4][C:3]=1[NH:8][C:9]([NH:60][C:56]1[C:53]([C:37]([NH:39][C@H:40]([C:47]([OH:49])=[O:48])[CH2:41][C:42]2[S:46][CH:45]=[CH:44][CH:43]=2)=[O:38])=[CH:18][C:14]2[C:13]([CH:57]=1)=[CH:12][CH:17]=[CH:16][CH:15]=2)=[O:10], predict the reactants needed to synthesize it. The reactants are: [Cl:1][C:2]1[CH:7]=[CH:6][CH:5]=[CH:4][C:3]=1[N:8]=[C:9]=[O:10].Cl[C:12]1[CH:17]=[CH:16][CH:15]=[C:14]([CH3:18])[C:13]=1N=C=O.C1C=C2C(CO[C:37]([NH:39][C@H:40]([C:47]([OH:49])=[O:48])[CH2:41][C:42]3[S:46][CH:45]=[CH:44][CH:43]=3)=[O:38])C3C(C2=CC=1)=CC=CC=3.C1CC[CH:53]([C@H:56]([NH:60]C(OCC2C3C(=CC=CC=3)C3C2=CC=CC=3)=O)[C:57](O)=O)CC1. (6) Given the product [Br:42][CH2:21][C:20]([C:16]1[CH:17]=[CH:18][CH:19]=[C:14](/[CH:13]=[CH:12]/[C:8]2[CH:7]=[CH:6][C:5]3[C:10](=[CH:11][C:2]([Cl:1])=[CH:3][CH:4]=3)[N:9]=2)[CH:15]=1)=[O:22], predict the reactants needed to synthesize it. The reactants are: [Cl:1][C:2]1[CH:11]=[C:10]2[C:5]([CH:6]=[CH:7][C:8](/[CH:12]=[CH:13]/[C:14]3[CH:15]=[C:16]([C:20](=[O:22])[CH3:21])[CH:17]=[CH:18][CH:19]=3)=[N:9]2)=[CH:4][CH:3]=1.C1(C)C=CC=CC=1.CS(O)(=O)=O.C1C(=O)N([Br:42])C(=O)C1. (7) Given the product [CH2:1]([O:3][C:4]1[CH:5]=[C:6]([CH:28]=[CH:29][CH:30]=1)[C:7]([C:8]1[C:17]2[C:12](=[CH:13][C:14]([O:20][CH2:21][CH2:22][O:23][CH2:24][CH3:25])=[C:15]([O:18][CH3:19])[CH:16]=2)[C:11]([CH:26]=[O:27])=[CH:10][N:9]=1)=[O:32])[CH3:2], predict the reactants needed to synthesize it. The reactants are: [CH2:1]([O:3][C:4]1[CH:5]=[C:6]([CH:28]=[CH:29][CH:30]=1)[CH2:7][C:8]1[C:17]2[C:12](=[CH:13][C:14]([O:20][CH2:21][CH2:22][O:23][CH2:24][CH3:25])=[C:15]([O:18][CH3:19])[CH:16]=2)[C:11]([CH:26]=[O:27])=[CH:10][N:9]=1)[CH3:2].[Se](=O)=[O:32]. (8) The reactants are: [F:1][C:2]1[CH:3]=[CH:4][C:5]([O:8][CH2:9][CH:10]2[CH2:15][CH:14]3[N:16]([C:17]([C:19]4[CH:20]=[C:21]([CH:26]=[CH:27][C:28]=4[N:29]4[N:33]=[CH:32][CH:31]=[N:30]4)[C:22](OC)=[O:23])=[O:18])[CH:11]2[CH2:12][CH2:13]3)=[N:6][CH:7]=1.C1COCC1.[BH4-].[Na+]. Given the product [F:1][C:2]1[CH:3]=[CH:4][C:5]([O:8][CH2:9][CH:10]2[CH2:15][CH:14]3[N:16]([C:17]([C:19]4[CH:20]=[C:21]([CH2:22][OH:23])[CH:26]=[CH:27][C:28]=4[N:29]4[N:33]=[CH:32][CH:31]=[N:30]4)=[O:18])[CH:11]2[CH2:12][CH2:13]3)=[N:6][CH:7]=1, predict the reactants needed to synthesize it. (9) The reactants are: [Cl:1][C:2]1[CH:7]=[CH:6][C:5]([C:8](=O)[C:9]([C:11]2[CH:16]=[CH:15][C:14]([Cl:17])=[CH:13][CH:12]=2)=O)=[CH:4][CH:3]=1.[C:19]1([N:25]2[C:29]([NH2:30])=[C:28]([NH2:31])[CH:27]=[N:26]2)[CH:24]=[CH:23][CH:22]=[CH:21][CH:20]=1.CC1C=CC(S(O)(=O)=O)=CC=1.C([O-])(O)=O.[Na+]. Given the product [Cl:1][C:2]1[CH:7]=[CH:6][C:5]([C:8]2[N:31]=[C:28]3[CH:27]=[N:26][N:25]([C:19]4[CH:24]=[CH:23][CH:22]=[CH:21][CH:20]=4)[C:29]3=[N:30][C:9]=2[C:11]2[CH:16]=[CH:15][C:14]([Cl:17])=[CH:13][CH:12]=2)=[CH:4][CH:3]=1, predict the reactants needed to synthesize it.